From a dataset of Reaction yield outcomes from USPTO patents with 853,638 reactions. Predict the reaction yield, written as a fraction of the theoretical maximum amount of product (1.0 means a 100% yield; for example, 0.34 means a 34% yield). No catalyst specified. The yield is 0.840. The reactants are [N+:1]([C:4]1[CH:12]=[CH:11][C:7]([C:8]([OH:10])=[O:9])=[CH:6][CH:5]=1)([O-:3])=[O:2].OS(O)(=O)=O.[CH3:18]O. The product is [CH3:18][O:9][C:8](=[O:10])[C:7]1[CH:6]=[CH:5][C:4]([N+:1]([O-:3])=[O:2])=[CH:12][CH:11]=1.